The task is: Predict the reaction yield, written as a fraction of the theoretical maximum amount of product (1.0 means a 100% yield; for example, 0.34 means a 34% yield).. This data is from Reaction yield outcomes from USPTO patents with 853,638 reactions. The reactants are NC1[S:3][C:4]2[CH:10]=[C:9]([CH2:11][CH2:12][CH2:13][CH2:14][CH2:15][CH2:16][CH2:17][CH2:18][CH2:19][CH2:20][CH2:21][CH3:22])[CH:8]=[CH:7][C:5]=2[N:6]=1.[OH-].[K+]. The catalyst is O. The product is [NH2:6][C:5]1[CH:7]=[CH:8][C:9]([CH2:11][CH2:12][CH2:13][CH2:14][CH2:15][CH2:16][CH2:17][CH2:18][CH2:19][CH2:20][CH2:21][CH3:22])=[CH:10][C:4]=1[SH:3]. The yield is 0.932.